This data is from Reaction yield outcomes from USPTO patents with 853,638 reactions. The task is: Predict the reaction yield, written as a fraction of the theoretical maximum amount of product (1.0 means a 100% yield; for example, 0.34 means a 34% yield). The yield is 0.920. The reactants are Br[C:2]1[C:3]2[C:8]([CH:9]=[C:10]3[C:15]=1[CH:14]=[CH:13][CH:12]=[CH:11]3)=[CH:7][CH:6]=[CH:5][CH:4]=2.[C:16]1(B(O)O)[CH:21]=[CH:20][CH:19]=[CH:18][CH:17]=1.C1(C)C=CC=CC=1P(C1C=CC=CC=1C)C1C=CC=CC=1C.C(=O)([O-])[O-].[K+].[K+]. The product is [C:16]1([C:2]2[C:3]3[C:8]([CH:9]=[C:10]4[C:15]=2[CH:14]=[CH:13][CH:12]=[CH:11]4)=[CH:7][CH:6]=[CH:5][CH:4]=3)[CH:21]=[CH:20][CH:19]=[CH:18][CH:17]=1. The catalyst is C([O-])(=O)C.[Pd+2].C([O-])(=O)C.O.COCCOC.